From a dataset of Full USPTO retrosynthesis dataset with 1.9M reactions from patents (1976-2016). Predict the reactants needed to synthesize the given product. (1) Given the product [F:13][C:2]([F:1])([F:12])[C:3]1([C:6]2[O:10][N:9]=[C:8]([NH:11][C:21](=[O:22])[O:23][C:24]3[CH:29]=[CH:28][CH:27]=[CH:26][CH:25]=3)[CH:7]=2)[CH2:4][CH2:5]1, predict the reactants needed to synthesize it. The reactants are: [F:1][C:2]([F:13])([F:12])[C:3]1([C:6]2[O:10][N:9]=[C:8]([NH2:11])[CH:7]=2)[CH2:5][CH2:4]1.C(=O)([O-])[O-].[K+].[K+].Cl[C:21]([O:23][C:24]1[CH:29]=[CH:28][CH:27]=[CH:26][CH:25]=1)=[O:22]. (2) Given the product [C:1]([O:5][C:6]([N:8]1[C:16]2[C:11](=[CH:12][C:13]([O:17][Si:18]([C:21]([CH3:24])([CH3:23])[CH3:22])([CH3:19])[CH3:20])=[CH:14][CH:15]=2)[CH:10]=[C:9]1[C:26]1[C:27](=[O:43])[N:28]([CH2:35][O:36][CH2:37][CH2:38][Si:39]([CH3:41])([CH3:40])[CH3:42])[CH:29]=[C:30]([N+:32]([O-:34])=[O:33])[CH:31]=1)=[O:7])([CH3:4])([CH3:3])[CH3:2], predict the reactants needed to synthesize it. The reactants are: [C:1]([O:5][C:6]([N:8]1[C:16]2[C:11](=[CH:12][C:13]([O:17][Si:18]([C:21]([CH3:24])([CH3:23])[CH3:22])([CH3:20])[CH3:19])=[CH:14][CH:15]=2)[CH:10]=[CH:9]1)=[O:7])([CH3:4])([CH3:3])[CH3:2].I[C:26]1[C:27](=[O:43])[N:28]([CH2:35][O:36][CH2:37][CH2:38][Si:39]([CH3:42])([CH3:41])[CH3:40])[CH:29]=[C:30]([N+:32]([O-:34])=[O:33])[CH:31]=1. (3) Given the product [F:1][C:2]1[CH:3]=[C:4]([CH:37]=[C:38]([F:40])[CH:39]=1)[CH2:5][NH:6][C:7](=[O:36])[C:8]([CH3:42])([CH3:35])[C:9]([NH:11][CH:12]([CH2:25][C:26]1[C:34]2[C:29](=[CH:30][CH:31]=[CH:32][CH:33]=2)[NH:28][CH:27]=1)[C:13]([N:15]1[CH2:24][CH2:23][C:22]2[C:17](=[CH:18][CH:19]=[CH:20][CH:21]=2)[CH2:16]1)=[O:14])=[O:10], predict the reactants needed to synthesize it. The reactants are: [F:1][C:2]1[CH:3]=[C:4]([CH:37]=[C:38]([F:40])[CH:39]=1)[CH2:5][NH:6][C:7](=[O:36])[CH:8]([CH3:35])[C:9]([NH:11][CH:12]([CH2:25][C:26]1[C:34]2[C:29](=[CH:30][CH:31]=[CH:32][CH:33]=2)[NH:28][CH:27]=1)[C:13]([N:15]1[CH2:24][CH2:23][C:22]2[C:17](=[CH:18][CH:19]=[CH:20][CH:21]=2)[CH2:16]1)=[O:14])=[O:10].F[C:42]1C=C(C=C(F)C=1)CNC(=O)C(C)(C)C(O)=O.